From a dataset of Full USPTO retrosynthesis dataset with 1.9M reactions from patents (1976-2016). Predict the reactants needed to synthesize the given product. Given the product [N:1]1[C:10]2[C:5](=[CH:6][CH:7]=[CH:8][CH:9]=2)[CH:4]=[CH:3][C:2]=1[N:11]1[CH2:16][CH2:15][CH:14]([CH2:17][CH2:18][NH:19][C:20](=[O:25])[O:21][CH2:22][C:23]([NH2:26])=[O:24])[CH2:13][CH2:12]1, predict the reactants needed to synthesize it. The reactants are: [N:1]1[C:10]2[C:5](=[CH:6][CH:7]=[CH:8][CH:9]=2)[CH:4]=[CH:3][C:2]=1[N:11]1[CH2:16][CH2:15][CH:14]([CH2:17][CH2:18][N:19]2[C:23](=[O:24])[CH2:22][O:21][C:20]2=[O:25])[CH2:13][CH2:12]1.[NH3:26].